This data is from Retrosynthesis with 50K atom-mapped reactions and 10 reaction types from USPTO. The task is: Predict the reactants needed to synthesize the given product. (1) Given the product CS(=O)(=O)OCCCOC(=O)c1[nH]c(-c2ccccc2)c2cc(Cl)ccc12, predict the reactants needed to synthesize it. The reactants are: CS(=O)(=O)Cl.O=C(OCCCO)c1[nH]c(-c2ccccc2)c2cc(Cl)ccc12. (2) The reactants are: Cc1ccc(C(=O)NC2CC2)cc1N.O=C(O)c1ccc(-c2ccc(Cl)cc2)o1. Given the product Cc1ccc(C(=O)NC2CC2)cc1NC(=O)c1ccc(-c2ccc(Cl)cc2)o1, predict the reactants needed to synthesize it. (3) The reactants are: C=C[Mg+].O=Cc1cc(Cl)cc(Cl)c1. Given the product C=CC(O)c1cc(Cl)cc(Cl)c1, predict the reactants needed to synthesize it. (4) Given the product COc1c(CBr)cccc1C(=O)c1ccc(Cl)cc1, predict the reactants needed to synthesize it. The reactants are: COc1c(C)cccc1C(=O)c1ccc(Cl)cc1.O=C1CCC(=O)N1Br.